Dataset: Full USPTO retrosynthesis dataset with 1.9M reactions from patents (1976-2016). Task: Predict the reactants needed to synthesize the given product. (1) Given the product [OH:1][C:2]1[C:3]([CH3:12])=[C:4]2[C:8](=[CH:9][CH:10]=1)[C:7](=[O:11])[C:6]([CH:25]=[O:26])=[CH:5]2, predict the reactants needed to synthesize it. The reactants are: [OH:1][C:2]1[C:3]([CH3:12])=[C:4]2[C:8](=[CH:9][CH:10]=1)[C:7](=[O:11])[CH:6]=[CH:5]2.C1N2CN3CN(C2)CN1C3.FC(F)(F)[C:25](O)=[O:26]. (2) Given the product [CH:1]([C:4]1[S:5][CH:6]=[C:7](/[CH:9]=[CH:10]\[C:11]2[C:12]([O:22][CH2:23][C:24]3[CH:49]=[CH:48][C:27]([O:28][CH2:29][C:30]4[N:31]=[C:32]([C:36]5[CH:37]=[CH:38][C:39]([CH2:42][C:43]([OH:45])=[O:44])=[CH:40][CH:41]=5)[O:33][C:34]=4[CH3:35])=[C:26]([O:50][CH3:51])[CH:25]=3)=[N:13][N:14]([C:16]3[CH:17]=[CH:18][CH:19]=[CH:20][CH:21]=3)[CH:15]=2)[N:8]=1)([CH3:3])[CH3:2], predict the reactants needed to synthesize it. The reactants are: [CH:1]([C:4]1[S:5][CH:6]=[C:7](/[CH:9]=[CH:10]\[C:11]2[C:12]([O:22][CH2:23][C:24]3[CH:49]=[CH:48][C:27]([O:28][CH2:29][C:30]4[N:31]=[C:32]([C:36]5[CH:41]=[CH:40][C:39]([CH2:42][C:43]([O:45]CC)=[O:44])=[CH:38][CH:37]=5)[O:33][C:34]=4[CH3:35])=[C:26]([O:50][CH3:51])[CH:25]=3)=[N:13][N:14]([C:16]3[CH:21]=[CH:20][CH:19]=[CH:18][CH:17]=3)[CH:15]=2)[N:8]=1)([CH3:3])[CH3:2].O1CCCC1.[OH-].[Na+].Cl. (3) Given the product [C:1]([C:3]1[CH:4]=[CH:5][C:6]([O:7][CH2:8][C:9]([N:20]2[CH2:21][CH2:22][C:17]([CH2:23][N:24]([CH3:35])[C:25]3[CH:34]=[CH:33][C:28]([C:29]([O:31][CH3:32])=[O:30])=[CH:27][CH:26]=3)([OH:16])[CH2:18][CH2:19]2)=[O:11])=[CH:12][CH:13]=1)#[N:2], predict the reactants needed to synthesize it. The reactants are: [C:1]([C:3]1[CH:13]=[CH:12][C:6]([O:7][CH2:8][C:9]([O-:11])=O)=[CH:5][CH:4]=1)#[N:2].[Li+].Cl.[OH:16][C:17]1([CH2:23][N:24]([CH3:35])[C:25]2[CH:34]=[CH:33][C:28]([C:29]([O:31][CH3:32])=[O:30])=[CH:27][CH:26]=2)[CH2:22][CH2:21][NH:20][CH2:19][CH2:18]1.Cl.C(N=C=NCCCN(C)C)C. (4) Given the product [N:24]1([CH:31]2[CH2:36][CH2:35][N:34]([C:8]([C:3]3[CH:4]=[CH:5][CH:6]=[CH:7][C:2]=3[F:1])([NH:12][C:13]([NH:15][C:16]3[CH:21]=[CH:20][C:19]([Cl:22])=[CH:18][CH:17]=3)=[O:14])[C:9]([NH2:39])=[O:11])[CH2:33][CH2:32]2)[CH2:29][CH2:28][O:27][CH2:26][C:25]1=[O:30], predict the reactants needed to synthesize it. The reactants are: [F:1][C:2]1[CH:7]=[CH:6][CH:5]=[CH:4][C:3]=1[CH:8]([NH:12][C:13]([NH:15][C:16]1[CH:21]=[CH:20][C:19]([Cl:22])=[CH:18][CH:17]=1)=[O:14])[C:9]([OH:11])=O.Cl.[N:24]1([CH:31]2[CH2:36][CH2:35][NH:34][CH2:33][CH2:32]2)[CH2:29][CH2:28][O:27][CH2:26][C:25]1=[O:30].C([N:39](CC)CC)C.Cl.N1CCCCC1.F[P-](F)(F)(F)(F)F.N1(O[P+](N(C)C)(N(C)C)N(C)C)C2C=CC=CC=2N=N1.